Dataset: Catalyst prediction with 721,799 reactions and 888 catalyst types from USPTO. Task: Predict which catalyst facilitates the given reaction. Reactant: P(Cl)(Cl)(Cl)=O.C(N(CC)[C:9](=[O:12])[CH2:10][CH3:11])C.[Br:15][C:16]1[CH:21]=[CH:20][C:19]([C:22]([C:24]2[CH:29]=[CH:28][C:27]([F:30])=[CH:26][CH:25]=2)=O)=[C:18]([OH:31])[CH:17]=1.C([O-])(O)=O.[Na+].Cl. Product: [Br:15][C:16]1[CH:17]=[C:18]2[C:19]([C:22]([C:24]3[CH:29]=[CH:28][C:27]([F:30])=[CH:26][CH:25]=3)=[C:10]([CH3:11])[C:9](=[O:12])[O:31]2)=[CH:20][CH:21]=1. The catalyst class is: 262.